Dataset: Reaction yield outcomes from USPTO patents with 853,638 reactions. Task: Predict the reaction yield, written as a fraction of the theoretical maximum amount of product (1.0 means a 100% yield; for example, 0.34 means a 34% yield). (1) The reactants are [C:1]([N:4]1[CH:10]([CH3:11])[CH2:9][C:8]2[CH:12]=[C:13]([Cl:17])[C:14]([Cl:16])=[CH:15][C:7]=2[C:6]([C:18]2[CH:23]=[CH:22][C:21]([N+:24]([O-])=O)=[C:20]([CH3:27])[CH:19]=2)=[N:5]1)(=[O:3])[CH3:2].O.NN. The catalyst is CO.ClCCl.[Ni]. The product is [C:1]([N:4]1[CH:10]([CH3:11])[CH2:9][C:8]2[CH:12]=[C:13]([Cl:17])[C:14]([Cl:16])=[CH:15][C:7]=2[C:6]([C:18]2[CH:23]=[CH:22][C:21]([NH2:24])=[C:20]([CH3:27])[CH:19]=2)=[N:5]1)(=[O:3])[CH3:2]. The yield is 0.870. (2) The yield is 0.190. The catalyst is CN(C)C=O. The product is [NH2:20][C:16]1[N:15]=[C:14]([N:7]2[C:6]3[CH:21]=[C:2]([Br:1])[CH:3]=[CH:4][C:5]=3[N:9]=[C:8]2[O:33][CH2:28][CH:29]([OH:32])[CH2:30][OH:31])[CH:19]=[CH:18][N:17]=1. The reactants are [Br:1][C:2]1[CH:3]=[CH:4][C:5]2[N:9]=[C:8](C(Cl)(Cl)Cl)[N:7]([C:14]3[CH:19]=[CH:18][N:17]=[C:16]([NH2:20])[N:15]=3)[C:6]=2[CH:21]=1.C(=O)([O-])[O-].[Cs+].[Cs+].[CH2:28]([OH:33])[CH:29]([OH:32])[CH2:30][OH:31]. (3) The reactants are [NH:1]1[CH2:9][CH2:8][CH:4]([C:5]([OH:7])=[O:6])[CH2:3][CH2:2]1.C(N(CC)CC)C.O.[CH3:18][C:19]1[C:20]([C:41]2[CH:46]=[CH:45][CH:44]=[CH:43][CH:42]=2)=[C:21]([O:31][C:32]2[CH:40]=[CH:39][C:35]([C:36](Cl)=[O:37])=[CH:34][CH:33]=2)[C:22]2[C:27]([CH:28]=1)=[CH:26][C:25]([O:29][CH3:30])=[CH:24][CH:23]=2. The catalyst is C1COCC1. The product is [CH3:18][C:19]1[C:20]([C:41]2[CH:46]=[CH:45][CH:44]=[CH:43][CH:42]=2)=[C:21]([O:31][C:32]2[CH:40]=[CH:39][C:35]([C:36]([N:1]3[CH2:9][CH2:8][CH:4]([C:5]([OH:7])=[O:6])[CH2:3][CH2:2]3)=[O:37])=[CH:34][CH:33]=2)[C:22]2[C:27]([CH:28]=1)=[CH:26][C:25]([O:29][CH3:30])=[CH:24][CH:23]=2. The yield is 0.690. (4) The reactants are [C:1]1([CH2:7][CH2:8][CH2:9][CH2:10][OH:11])[CH:6]=[CH:5][CH:4]=[CH:3][CH:2]=1.C1C=C[NH+]=CC=1.C1C=C[NH+]=CC=1.[O-][Cr](O[Cr]([O-])(=O)=O)(=O)=O. The catalyst is ClCCl. The product is [C:1]1([CH2:7][CH2:8][CH2:9][CH:10]=[O:11])[CH:6]=[CH:5][CH:4]=[CH:3][CH:2]=1. The yield is 0.200. (5) The reactants are C[O:2][C:3](=[O:23])[C:4]1[CH:9]=[CH:8][CH:7]=[C:6]([F:10])[C:5]=1[CH2:11][CH2:12][C:13]1[C:21]2[O:20][CH:19]=[CH:18][C:17]=2[CH:16]=[C:15](Br)[CH:14]=1.[C:24]([Cu])#[N:25]. The catalyst is CN(C=O)C.CCOC(C)=O. The product is [C:24]([C:15]1[CH:14]=[C:13]([CH2:12][CH2:11][C:5]2[C:6]([F:10])=[CH:7][CH:8]=[CH:9][C:4]=2[C:3]([OH:2])=[O:23])[C:21]2[O:20][CH:19]=[CH:18][C:17]=2[CH:16]=1)#[N:25]. The yield is 0.500. (6) The reactants are [C:1](Cl)(=[O:4])[CH2:2][CH3:3].CCN(C(C)C)C(C)C.[C:15]([SiH2:19][O:20][C:21]([CH3:32])([CH3:31])[C:22]1[CH:23]=[C:24]([CH:27]=[CH:28][C:29]=1[Cl:30])[CH2:25][NH2:26])([CH3:18])([CH3:17])[CH3:16]. The catalyst is C(Cl)Cl. The product is [C:15]([SiH2:19][O:20][C:21]([CH3:32])([CH3:31])[C:22]1[CH:23]=[C:24]([CH:27]=[CH:28][C:29]=1[Cl:30])[CH2:25][NH:26][C:1](=[O:4])[CH2:2][CH3:3])([CH3:18])([CH3:16])[CH3:17]. The yield is 0.710.